This data is from Reaction yield outcomes from USPTO patents with 853,638 reactions. The task is: Predict the reaction yield, written as a fraction of the theoretical maximum amount of product (1.0 means a 100% yield; for example, 0.34 means a 34% yield). The reactants are [OH:1][NH2:2].[OH-].[Na+].[Br:5][C:6]1[CH:7]=[C:8]([C:12]#[C:13][C:14]([O:16]C)=O)[CH:9]=[CH:10][CH:11]=1. The catalyst is O.CO.C1COCC1. The product is [Br:5][C:6]1[CH:7]=[C:8]([C:12]2[O:1][N:2]=[C:14]([OH:16])[CH:13]=2)[CH:9]=[CH:10][CH:11]=1. The yield is 0.870.